Dataset: Full USPTO retrosynthesis dataset with 1.9M reactions from patents (1976-2016). Task: Predict the reactants needed to synthesize the given product. (1) Given the product [N:1]1([CH2:6][C:7]2[CH:12]=[CH:11][C:10]([C:13]3([C:16]([OH:20])=[O:21])[CH2:15][CH2:14]3)=[CH:9][CH:8]=2)[CH2:5][CH2:4][CH2:3][CH2:2]1, predict the reactants needed to synthesize it. The reactants are: [N:1]1([CH2:6][C:7]2[CH:12]=[CH:11][C:10]([C:13]3([C:16]#N)[CH2:15][CH2:14]3)=[CH:9][CH:8]=2)[CH2:5][CH2:4][CH2:3][CH2:2]1.C([OH:20])C.[OH-:21].[Na+]. (2) Given the product [CH2:1]([N:4]1[CH2:5][CH2:6][CH:7]([C:10]([OH:12])=[O:11])[CH2:8][CH2:9]1)[CH2:2][CH3:3], predict the reactants needed to synthesize it. The reactants are: [CH2:1]([N:4]1[CH2:9][CH2:8][CH:7]([C:10]([O:12]CC)=[O:11])[CH2:6][CH2:5]1)[CH2:2][CH3:3].[OH-].[Na+].Cl. (3) Given the product [NH2:33][CH:1]([C:4]1[C:13]([N:14]2[CH2:19][CH2:18][N:17]([CH2:20][C:21]([N:23]([CH3:25])[CH3:24])=[O:22])[CH2:16][CH2:15]2)=[C:12]2[C:7]([CH:8]=[CH:9][CH:10]=[N:11]2)=[C:6]([Cl:26])[CH:5]=1)[CH3:2], predict the reactants needed to synthesize it. The reactants are: [C:1]([C:4]1[C:13]([N:14]2[CH2:19][CH2:18][N:17]([CH2:20][C:21]([N:23]([CH3:25])[CH3:24])=[O:22])[CH2:16][CH2:15]2)=[C:12]2[C:7]([CH:8]=[CH:9][CH:10]=[N:11]2)=[C:6]([Cl:26])[CH:5]=1)(=O)[CH3:2].C([O-])(=O)C.[NH4+].C([BH3-])#[N:33].[Na+]. (4) Given the product [CH3:1][N:2]1[CH2:7][CH2:6][N:5]([C:8]2[CH:9]=[C:10]([C:14]3[CH:15]=[C:16]([NH2:17])[NH:20][N:19]=3)[CH:11]=[CH:12][CH:13]=2)[CH2:4][CH2:3]1, predict the reactants needed to synthesize it. The reactants are: [CH3:1][N:2]1[CH2:7][CH2:6][N:5]([C:8]2[CH:9]=[C:10]([C:14](=O)[CH2:15][C:16]#[N:17])[CH:11]=[CH:12][CH:13]=2)[CH2:4][CH2:3]1.[NH2:19][NH2:20]. (5) Given the product [CH3:1][O:2][C:3]1[C:12]2[C:7](=[CH:8][CH:9]=[CH:10][CH:11]=2)[C:6]([O:13][CH3:14])=[CH:5][C:4]=1/[CH:15]=[C:32](\[CH2:31][CH2:20][CH3:19])/[C:33]([O:35][CH2:36][CH3:37])=[O:34], predict the reactants needed to synthesize it. The reactants are: [CH3:1][O:2][C:3]1[C:12]2[C:7](=[CH:8][CH:9]=[CH:10][CH:11]=2)[C:6]([O:13][CH3:14])=[CH:5][C:4]=1[CH:15]=O.CO[C:19]1C2C(=CC=CC=2)C(OC)=C[C:20]=1/[CH:31]=[C:32](\C)/[C:33]([O:35][CH2:36][CH3:37])=[O:34]. (6) Given the product [Cl:3][C:4]1[N:9]=[N:8][C:7]([NH:10][S:22]([C:18]2[CH:19]=[CH:20][CH:21]=[C:16]([O:15][C:14]([F:13])([F:26])[F:27])[CH:17]=2)(=[O:24])=[O:23])=[C:6]([O:11][CH3:12])[CH:5]=1, predict the reactants needed to synthesize it. The reactants are: [H-].[Na+].[Cl:3][C:4]1[N:9]=[N:8][C:7]([NH2:10])=[C:6]([O:11][CH3:12])[CH:5]=1.[F:13][C:14]([F:27])([F:26])[O:15][C:16]1[CH:17]=[C:18]([S:22](Cl)(=[O:24])=[O:23])[CH:19]=[CH:20][CH:21]=1.C(O)(=O)CC(CC(O)=O)(C(O)=O)O. (7) Given the product [Cl:1][C:2]1[CH:3]=[C:4](/[C:12](=[N:16]\[O:17][CH:18]2[CH2:22][CH2:21][CH2:20][CH2:19]2)/[C:13]([NH:31][C:28]2[CH:29]=[CH:30][N:26]([CH2:23][CH2:24][CH3:25])[N:27]=2)=[O:15])[CH:5]=[CH:6][C:7]=1[S:8]([CH3:11])(=[O:9])=[O:10], predict the reactants needed to synthesize it. The reactants are: [Cl:1][C:2]1[CH:3]=[C:4](/[C:12](=[N:16]\[O:17][CH:18]2[CH2:22][CH2:21][CH2:20][CH2:19]2)/[C:13]([OH:15])=O)[CH:5]=[CH:6][C:7]=1[S:8]([CH3:11])(=[O:10])=[O:9].[CH2:23]([N:26]1[CH:30]=[CH:29][C:28]([NH2:31])=[N:27]1)[CH2:24][CH3:25].C(N(CC)C(C)C)(C)C.